From a dataset of Full USPTO retrosynthesis dataset with 1.9M reactions from patents (1976-2016). Predict the reactants needed to synthesize the given product. Given the product [Cl:21][C:16]1[CH:17]=[CH:18][CH:19]=[CH:20][C:15]=1[C:14]1[CH:13]=[CH:12][N:11]=[CH:10][C:9]=1[N:8]([CH2:22][C:23](=[O:24])[NH:37][CH3:36])[C:6](=[O:7])[C:5]1[CH:4]=[C:3]([C:2]([F:34])([F:1])[F:33])[CH:28]=[C:27]([C:29]([F:31])([F:30])[F:32])[CH:26]=1, predict the reactants needed to synthesize it. The reactants are: [F:1][C:2]([F:34])([F:33])[C:3]1[CH:4]=[C:5]([CH:26]=[C:27]([C:29]([F:32])([F:31])[F:30])[CH:28]=1)[C:6]([N:8]([CH2:22][C:23](O)=[O:24])[C:9]1[CH:10]=[N:11][CH:12]=[CH:13][C:14]=1[C:15]1[CH:20]=[CH:19][CH:18]=[CH:17][C:16]=1[Cl:21])=[O:7].C[CH2:36][N:37](C(C)C)C(C)C.CN(C(ON1N=NC2C=CC=NC1=2)=[N+](C)C)C.F[P-](F)(F)(F)(F)F.Cl.CN.C([O-])(O)=O.[Na+].